Predict which catalyst facilitates the given reaction. From a dataset of Catalyst prediction with 721,799 reactions and 888 catalyst types from USPTO. (1) Reactant: [NH2:1][C:2]1[C:7]([OH:8])=[CH:6][CH:5]=[C:4]([CH3:9])[CH:3]=1.[CH:10](=O)[C:11]1[CH:16]=[CH:15][CH:14]=[CH:13][CH:12]=1. Product: [CH:10](=[N:1][C:2]1[CH:3]=[C:4]([CH3:9])[CH:5]=[CH:6][C:7]=1[OH:8])[C:11]1[CH:16]=[CH:15][CH:14]=[CH:13][CH:12]=1. The catalyst class is: 5. (2) The catalyst class is: 8. Reactant: BrCC1C=CC(C(O)=O)=CC=1.[H-].[Na+].[CH2:14]([O:18][CH2:19][C:20]1[CH:28]=[CH:27][C:23]([C:24]([OH:26])=[O:25])=[CH:22][CH:21]=1)[CH2:15]C=C. Product: [CH2:14]([O:18][CH2:19][C:20]1[CH:28]=[CH:27][C:23]([C:24]([OH:26])=[O:25])=[CH:22][CH:21]=1)[CH3:15]. (3) Reactant: [C:1]1([CH2:7][C:8]([C:10]2[CH:17]=[CH:16][C:13]([CH:14]=O)=[CH:12][CH:11]=2)=[O:9])[CH:6]=[CH:5][CH:4]=[CH:3][CH:2]=1.[NH:18]1[CH2:21][CH:20]([C:22]([OH:24])=[O:23])[CH2:19]1.CC(O)=O.[BH3-]C#N.[Na+].Cl. Product: [C:1]1([CH2:7][C:8]([C:10]2[CH:17]=[CH:16][C:13]([CH2:14][N:18]3[CH2:21][CH:20]([C:22]([OH:24])=[O:23])[CH2:19]3)=[CH:12][CH:11]=2)=[O:9])[CH:6]=[CH:5][CH:4]=[CH:3][CH:2]=1. The catalyst class is: 5. (4) Reactant: [C:1](=[O:4])([O-])[O-].[Cs+].[Cs+].[CH3:7][N:8]([CH3:11])[CH:9]=[O:10].[F:12][C:13]1[CH:18]=[CH:17][C:16]([N:19]2[C@H:22]([C:23]3[CH:28]=[CH:27][C:26]([OH:29])=[CH:25][CH:24]=3)[C@@H:21]([CH2:30][CH2:31][C@@H:32]([C:34]3[CH:39]=[CH:38][C:37]([F:40])=[CH:36][CH:35]=3)[OH:33])[C:20]2=[O:41])=[CH:15][CH:14]=1.Br[CH2:43][C:44]1[CH:49]=[CH:48][C:47]([CH2:50]Br)=[CH:46][CH:45]=1. Product: [C:47]1([CH2:50][O:29][C:26]2[CH:27]=[CH:28][C:23]([C@H:7]3[N:8]([C:11]4[CH:39]=[CH:38][C:37]([F:40])=[CH:36][CH:35]=4)[C:9](=[O:10])[C@@H:20]3[CH2:21][CH2:22][C@H:1]([OH:4])[C:16]3[CH:15]=[CH:14][C:13]([F:12])=[CH:18][CH:17]=3)=[CH:24][CH:25]=2)[CH:48]=[CH:49][C:44]([CH2:43][O:29][C:26]2[CH:25]=[CH:24][C:23]([C@H:22]3[N:19]([C:16]4[CH:15]=[CH:14][C:13]([F:12])=[CH:18][CH:17]=4)[C:20](=[O:41])[C@@H:21]3[CH2:30][CH2:31][C@@H:32]([C:34]3[CH:35]=[CH:36][C:37]([F:40])=[CH:38][CH:39]=3)[OH:33])=[CH:28][CH:27]=2)=[CH:45][CH:46]=1. The catalyst class is: 6. (5) Reactant: [CH3:1][C:2]1[CH:13]=[C:12]([CH3:14])[CH:11]=[C:10]([C:15]2[S:16][CH:17]=[CH:18][CH:19]=2)[C:3]=1[O:4][CH2:5][C:6](OC)=[O:7].[NH2:20][NH2:21]. Product: [CH3:1][C:2]1[CH:13]=[C:12]([CH3:14])[CH:11]=[C:10]([C:15]2[S:16][CH:17]=[CH:18][CH:19]=2)[C:3]=1[O:4][CH2:5][C:6]([NH:20][NH2:21])=[O:7]. The catalyst class is: 14. (6) Reactant: [Br:1][C:2]1[CH:3]=[C:4]([CH3:14])[C:5]([O:12][CH3:13])=[C:6]([CH:11]=1)[C:7]([O:9]C)=[O:8].[OH-].[Na+].O.Cl. Product: [Br:1][C:2]1[CH:3]=[C:4]([CH3:14])[C:5]([O:12][CH3:13])=[C:6]([CH:11]=1)[C:7]([OH:9])=[O:8]. The catalyst class is: 1.